From a dataset of Catalyst prediction with 721,799 reactions and 888 catalyst types from USPTO. Predict which catalyst facilitates the given reaction. (1) Reactant: [CH3:1][C:2]([OH:41])([CH2:4][CH2:5][CH2:6][S:7]([N:10]1[CH2:15][CH2:14][C:13]([C:16]2[CH:40]=[CH:39][C:19]3[N:20]=[C:21]([CH2:23][CH:24]4[CH2:29][CH2:28][N:27]([C:30]5[N:35]=[CH:34][C:33]([CH2:36][CH2:37][CH3:38])=[CH:32][N:31]=5)[CH2:26][CH2:25]4)[S:22][C:18]=3[CH:17]=2)=[CH:12][CH2:11]1)(=[O:9])=[O:8])[CH3:3]. Product: [CH3:1][C:2]([OH:41])([CH2:4][CH2:5][CH2:6][S:7]([N:10]1[CH2:15][CH2:14][CH:13]([C:16]2[CH:40]=[CH:39][C:19]3[N:20]=[C:21]([CH2:23][CH:24]4[CH2:29][CH2:28][N:27]([C:30]5[N:31]=[CH:32][C:33]([CH2:36][CH2:37][CH3:38])=[CH:34][N:35]=5)[CH2:26][CH2:25]4)[S:22][C:18]=3[CH:17]=2)[CH2:12][CH2:11]1)(=[O:9])=[O:8])[CH3:3]. The catalyst class is: 99. (2) Reactant: O[CH2:2][C:3]1[CH:4]=[C:5]([CH:8]=[CH:9][C:10]=1[CH:11]1[C:16]2[C:17](=[O:20])[CH2:18][CH2:19][C:15]=2[N:14]([C:21]2[CH:26]=[CH:25][CH:24]=[C:23]([C:27]([F:30])([F:29])[F:28])[CH:22]=2)[C:13](=[O:31])[N:12]1[CH3:32])[C:6]#[N:7].P(Br)(Br)[Br:34]. Product: [Br:34][CH2:2][C:3]1[CH:4]=[C:5]([CH:8]=[CH:9][C:10]=1[CH:11]1[C:16]2[C:17](=[O:20])[CH2:18][CH2:19][C:15]=2[N:14]([C:21]2[CH:26]=[CH:25][CH:24]=[C:23]([C:27]([F:30])([F:29])[F:28])[CH:22]=2)[C:13](=[O:31])[N:12]1[CH3:32])[C:6]#[N:7]. The catalyst class is: 4. (3) Reactant: [N+:1]([C:4]1[CH:17]=[CH:16][C:7]2[CH2:8][CH2:9][N:10]([CH2:13][C:14]#[CH:15])[CH2:11][CH2:12][C:6]=2[CH:5]=1)([O-])=O.[Sn](Cl)Cl. Product: [CH2:13]([N:10]1[CH2:11][CH2:12][C:6]2[CH:5]=[C:4]([NH2:1])[CH:17]=[CH:16][C:7]=2[CH2:8][CH2:9]1)[C:14]#[CH:15]. The catalyst class is: 336. (4) Reactant: [H-].[Na+].[C:3]([O:13][C:14]([CH3:17])([CH3:16])[CH3:15])(=[O:12])[CH2:4][C:5]([O:7][C:8]([CH3:11])([CH3:10])[CH3:9])=[O:6].F[C:19]1[CH:24]=[CH:23][C:22]([N+:25]([O-:27])=[O:26])=[C:21]([O:28][C:29]2[CH:34]=[CH:33][CH:32]=[CH:31][CH:30]=2)[C:20]=1[F:35]. Product: [F:35][C:20]1[C:21]([O:28][C:29]2[CH:34]=[CH:33][CH:32]=[CH:31][CH:30]=2)=[C:22]([N+:25]([O-:27])=[O:26])[CH:23]=[CH:24][C:19]=1[CH:4]([C:5]([O:7][C:8]([CH3:9])([CH3:10])[CH3:11])=[O:6])[C:3]([O:13][C:14]([CH3:17])([CH3:16])[CH3:15])=[O:12]. The catalyst class is: 1. (5) Reactant: N[C:2]1[CH:7]=[N:6][C:5]([C:8]#[N:9])=[CH:4][N:3]=1.Cl.[NH2:11][OH:12].C([N:15](CC)CC)C. Product: [NH2:15][C:7]1[N:6]=[C:5]([C:8](=[N:11][OH:12])[NH2:9])[CH:4]=[N:3][CH:2]=1. The catalyst class is: 14.